From a dataset of Forward reaction prediction with 1.9M reactions from USPTO patents (1976-2016). Predict the product of the given reaction. (1) Given the reactants Br[C:2]1[CH:3]=[C:4]([F:10])[C:5]([F:9])=[C:6]([F:8])[CH:7]=1.[B:11]1([B:11]2[O:15][C:14]([CH3:17])([CH3:16])[C:13]([CH3:19])([CH3:18])[O:12]2)[O:15][C:14]([CH3:17])([CH3:16])[C:13]([CH3:19])([CH3:18])[O:12]1.C([O-])(=O)C.[K+], predict the reaction product. The product is: [CH3:18][C:13]1([CH3:19])[C:14]([CH3:17])([CH3:16])[O:15][B:11]([C:2]2[CH:3]=[C:4]([F:10])[C:5]([F:9])=[C:6]([F:8])[CH:7]=2)[O:12]1. (2) The product is: [CH2:1]([O:3][C:4](=[O:28])[CH2:5][CH:6]1[O:10][B:9]([OH:11])[C:8]2[CH:12]=[C:13]([O:16][C:17]3[CH:22]=[CH:21][CH:20]=[C:19]([CH:23]=[O:24])[CH:18]=3)[CH:14]=[CH:15][C:7]1=2)[CH3:2]. Given the reactants [CH2:1]([O:3][C:4](=[O:28])[CH2:5][CH:6]1[O:10][B:9]([OH:11])[C:8]2[CH:12]=[C:13]([O:16][C:17]3[CH:22]=[CH:21][CH:20]=[C:19]([CH:23]4OCC[O:24]4)[CH:18]=3)[CH:14]=[CH:15][C:7]1=2)[CH3:2].C(O)(=O)C, predict the reaction product. (3) The product is: [CH2:15]([C:19]1[CH:33]=[CH:32][C:22]([O:23][CH2:24][C:25]([OH:27])=[O:26])=[CH:21][CH:20]=1)[CH:16]([CH3:18])[CH3:17]. Given the reactants C(C1C=CC(OCC(O)=O)=CC=1)CC.[CH2:15]([C:19]1[CH:33]=[CH:32][C:22]([O:23][CH2:24][C:25]([O:27]C(C)(C)C)=[O:26])=[CH:21][CH:20]=1)[CH:16]([CH3:18])[CH3:17], predict the reaction product. (4) Given the reactants [CH:1]1([C:4]([OH:6])=O)[CH2:3][CH2:2]1.[Cl:7][C:8]1[CH:25]=[CH:24][CH:23]=[C:22]([Cl:26])[C:9]=1[CH2:10][O:11][C:12]1[CH:21]=[CH:20][C:15]2[N:16]=[C:17]([NH2:19])[S:18][C:14]=2[CH:13]=1, predict the reaction product. The product is: [Cl:7][C:8]1[CH:25]=[CH:24][CH:23]=[C:22]([Cl:26])[C:9]=1[CH2:10][O:11][C:12]1[CH:21]=[CH:20][C:15]2[N:16]=[C:17]([NH:19][C:4]([CH:1]3[CH2:3][CH2:2]3)=[O:6])[S:18][C:14]=2[CH:13]=1. (5) Given the reactants [OH:1][C:2]1[C:7]([C:8](=[O:19])[CH:9]=[CH:10][C:11]2[CH:16]=[CH:15][C:14]([O:17][CH3:18])=[CH:13][CH:12]=2)=[C:6]([O:20][CH3:21])[C:5]([O:22][CH3:23])=[C:4]([O:24][CH3:25])[CH:3]=1.II, predict the reaction product. The product is: [CH3:18][O:17][C:14]1[CH:13]=[CH:12][C:11]([C:10]2[O:1][C:2]3[C:7]([C:8](=[O:19])[CH:9]=2)=[C:6]([O:20][CH3:21])[C:5]([O:22][CH3:23])=[C:4]([O:24][CH3:25])[CH:3]=3)=[CH:16][CH:15]=1. (6) Given the reactants [CH3:1][NH:2][CH2:3][C:4]([O:6][C@H:7]([CH3:45])[CH2:8][N:9]1[C:13]([CH3:14])=[C:12]([C:15](=[O:37])[NH:16][C:17]2[CH:22]=[CH:21][C:20]([O:23][C:24]3[C:33]4[C:28](=[CH:29][C:30]([O:34][CH3:35])=[CH:31][CH:32]=4)[N:27]=[CH:26][CH:25]=3)=[C:19]([F:36])[CH:18]=2)[C:11](=[O:38])[N:10]1[C:39]1[CH:44]=[CH:43][CH:42]=[CH:41][CH:40]=1)=[O:5].[CH2:46]([S:48]([OH:51])(=[O:50])=[O:49])[CH3:47], predict the reaction product. The product is: [CH2:46]([S:48]([OH:51])(=[O:50])=[O:49])[CH3:47].[CH3:1][NH:2][CH2:3][C:4]([O:6][C@H:7]([CH3:45])[CH2:8][N:9]1[C:13]([CH3:14])=[C:12]([C:15](=[O:37])[NH:16][C:17]2[CH:22]=[CH:21][C:20]([O:23][C:24]3[C:33]4[C:28](=[CH:29][C:30]([O:34][CH3:35])=[CH:31][CH:32]=4)[N:27]=[CH:26][CH:25]=3)=[C:19]([F:36])[CH:18]=2)[C:11](=[O:38])[N:10]1[C:39]1[CH:40]=[CH:41][CH:42]=[CH:43][CH:44]=1)=[O:5]. (7) The product is: [C:20]([C:23]1[C:31]2[C:26](=[CH:27][C:28]([OH:32])=[CH:29][CH:30]=2)[N:25]([CH2:33][C:34]([N:11]2[CH2:12][C@H:13]([F:15])[CH2:14][C@H:10]2[C:8]([NH:7][CH2:6][C:5]2[CH:16]=[CH:17][CH:18]=[C:3]([Cl:2])[C:4]=2[F:19])=[O:9])=[O:35])[CH:24]=1)(=[O:22])[CH3:21]. Given the reactants Cl.[Cl:2][C:3]1[C:4]([F:19])=[C:5]([CH:16]=[CH:17][CH:18]=1)[CH2:6][NH:7][C:8]([C@@H:10]1[CH2:14][C@@H:13]([F:15])[CH2:12][NH:11]1)=[O:9].[C:20]([C:23]1[C:31]2[C:26](=[CH:27][C:28]([OH:32])=[CH:29][CH:30]=2)[N:25]([CH2:33][C:34](O)=[O:35])[CH:24]=1)(=[O:22])[CH3:21].CN(C(ON1N=NC2C=CC=NC1=2)=[N+](C)C)C.F[P-](F)(F)(F)(F)F.CCN(C(C)C)C(C)C, predict the reaction product. (8) The product is: [CH3:3][C:4]1[S:5][C:6]2[CH:12]=[CH:11][C:10]([C:13]([O:15][CH3:16])=[O:14])=[CH:9][C:7]=2[N:8]=1. Given the reactants [OH-].[Na+].[CH3:3][C:4]1[S:5][C:6]2[CH:12]=[CH:11][C:10]([CH:13]=[O:14])=[CH:9][C:7]=2[N:8]=1.[O:15]1CCC[CH2:16]1, predict the reaction product. (9) Given the reactants Cl[C:2]1[N:7]=[C:6]([NH:8][CH:9]2[CH:14]3[CH2:15][CH:11]([CH2:12][CH2:13]3)[CH:10]2[C:16]([NH2:18])=[O:17])[C:5]([Cl:19])=[CH:4][N:3]=1.[CH3:20][O:21][CH2:22][CH2:23][N:24]1[CH2:30][CH2:29][C:28]2[CH:31]=[C:32]([NH2:35])[CH:33]=[CH:34][C:27]=2[CH2:26][CH2:25]1.C(O)(C)C, predict the reaction product. The product is: [Cl:19][C:5]1[C:6]([NH:8][C@H:9]2[CH:14]3[CH2:15][CH:11]([CH2:12][CH2:13]3)[C@H:10]2[C:16]([NH2:18])=[O:17])=[N:7][C:2]([NH:35][C:32]2[CH:33]=[CH:34][C:27]3[CH2:26][CH2:25][N:24]([CH2:23][CH2:22][O:21][CH3:20])[CH2:30][CH2:29][C:28]=3[CH:31]=2)=[N:3][CH:4]=1. (10) Given the reactants [NH2:1][C:2]1[O:3][CH2:4][C@@:5]2([N:27]=1)[C:18]1[C:17]([Br:19])=[C:16]([OH:20])[CH:15]=[CH:14][C:13]=1[O:12][C:11]1[C:6]2=[CH:7][C:8]([C:21]2[CH:22]=[N:23][CH:24]=[CH:25][CH:26]=2)=[CH:9][CH:10]=1.C(=O)([O-])[O-].[Cs+].[Cs+].[I-].[K+].CN(C=O)C.Br[CH2:42][C:43]1([CH3:47])[CH2:46][O:45][CH2:44]1, predict the reaction product. The product is: [Br:19][C:17]1[C:18]2[C@:5]3([CH2:4][O:3][C:2]([NH2:1])=[N:27]3)[C:6]3[C:11](=[CH:10][CH:9]=[C:8]([C:21]4[CH:22]=[N:23][CH:24]=[CH:25][CH:26]=4)[CH:7]=3)[O:12][C:13]=2[CH:14]=[CH:15][C:16]=1[O:20][CH2:42][C:43]1([CH3:47])[CH2:46][O:45][CH2:44]1.